Dataset: Catalyst prediction with 721,799 reactions and 888 catalyst types from USPTO. Task: Predict which catalyst facilitates the given reaction. Reactant: C([O:3][C:4](=[O:17])[CH2:5][NH:6][C:7]1[CH:12]=[CH:11][C:10]([C:13]([F:16])([F:15])[F:14])=[CH:9][CH:8]=1)C.CO.O1CCCC1.O.[OH-].[Li+]. Product: [F:14][C:13]([F:15])([F:16])[C:10]1[CH:11]=[CH:12][C:7]([NH:6][CH2:5][C:4]([OH:17])=[O:3])=[CH:8][CH:9]=1. The catalyst class is: 6.